This data is from Reaction yield outcomes from USPTO patents with 853,638 reactions. The task is: Predict the reaction yield, written as a fraction of the theoretical maximum amount of product (1.0 means a 100% yield; for example, 0.34 means a 34% yield). (1) The reactants are [F:1][C:2]1[C:7]2[O:8][CH2:9][O:10][C:6]=2[CH:5]=[C:4]([CH2:11]O)[CH:3]=1.C([O-])(O)=O.[Na+].O=S(Cl)[Cl:20]. No catalyst specified. The product is [Cl:20][CH2:11][C:4]1[CH:3]=[C:2]([F:1])[C:7]2[O:8][CH2:9][O:10][C:6]=2[CH:5]=1. The yield is 0.920. (2) The reactants are [NH2:1][C:2]1[S:3][C:4]2[CH:32]=[CH:31][CH:30]=[CH:29][C:5]=2[C:6]=1[C:7]([N:9]1[CH2:14][CH2:13][CH:12]([N:15]2[CH2:28][CH2:27][CH2:26][C:17]3([C:21](=[O:22])[N:20]([CH2:23][CH3:24])[C:19](=[O:25])[CH2:18]3)[CH2:16]2)[CH2:11][CH2:10]1)=[O:8].[CH3:33][N:34]=[C:35]=[O:36].C(OC(C)C)(C)C. No catalyst specified. The product is [CH2:23]([N:20]1[C:19](=[O:25])[CH2:18][C:17]2([CH2:26][CH2:27][CH2:28][N:15]([CH:12]3[CH2:13][CH2:14][N:9]([C:7]([C:6]4[C:5]5[CH:29]=[CH:30][CH:31]=[CH:32][C:4]=5[S:3][C:2]=4[NH:1][C:35]([NH:34][CH3:33])=[O:36])=[O:8])[CH2:10][CH2:11]3)[CH2:16]2)[C:21]1=[O:22])[CH3:24]. The yield is 0.750. (3) The reactants are [Cl-].[C:2]([O:6][C:7](=[O:10])[CH2:8][Zn+])([CH3:5])([CH3:4])[CH3:3].[Br:11][C:12]1[CH:13]=[C:14]2[C:25](=[CH:26][CH:27]=1)[O:24][C:17]1[C:18]([F:23])=[N:19][C:20]([Cl:22])=[CH:21][C:16]=1/[C:15]/2=[N:28]\[S:29]([C:31]([CH3:34])([CH3:33])[CH3:32])=[O:30]. The catalyst is C1COCC1.CCOC(C)=O. The product is [Br:11][C:12]1[CH:13]=[C:14]2[C:25](=[CH:26][CH:27]=1)[O:24][C:17]1[C:18]([F:23])=[N:19][C:20]([Cl:22])=[CH:21][C:16]=1[C:15]2([CH2:8][C:7]([O:6][C:2]([CH3:5])([CH3:4])[CH3:3])=[O:10])[NH:28][S:29]([C:31]([CH3:34])([CH3:33])[CH3:32])=[O:30]. The yield is 0.590. (4) The reactants are [Cl:1][C:2]1[CH:3]=[C:4]([S:8]([NH:11][CH2:12][C:13]2[O:14][C:15]([CH2:21][OH:22])=[C:16]([OH:20])[C:17](=[O:19])[CH:18]=2)(=[O:10])=[O:9])[CH:5]=[CH:6][CH:7]=1.[CH2:23](OC1C(=O)C=C(CNS(C2C=CC=CC=2)(=O)=O)OC=1CO)[C:24]1[CH:29]=[CH:28][CH:27]=[CH:26][CH:25]=1. No catalyst specified. The product is [CH2:23]([O:20][C:16]1[C:17](=[O:19])[CH:18]=[C:13]([CH2:12][NH:11][S:8]([C:4]2[CH:5]=[CH:6][CH:7]=[C:2]([Cl:1])[CH:3]=2)(=[O:10])=[O:9])[O:14][C:15]=1[CH2:21][OH:22])[C:24]1[CH:29]=[CH:28][CH:27]=[CH:26][CH:25]=1. The yield is 0.249. (5) The yield is 0.750. The reactants are [CH2:1]([O:4][CH2:5][CH2:6][OH:7])[CH:2]=[CH2:3].[H-].[Na+].Br[CH2:11][C:12]([OH:14])=[O:13]. The product is [C:12]([OH:14])(=[O:13])[CH2:11][O:7][CH2:6][CH2:5][O:4][CH2:1][CH:2]=[CH2:3]. The catalyst is C1COCC1.C(O)C. (6) The reactants are C([O:3][P:4]([CH:9]([C:36]#[N:37])[CH2:10][C:11]([CH2:34][CH3:35])=[CH:12][CH2:13][C:14]1[C:15]([O:27]CC[Si](C)(C)C)=[C:16]2[C:20](=[C:21]([CH3:25])[C:22]=1[O:23][CH3:24])[CH2:19][O:18][C:17]2=[O:26])(=[O:8])[O:5]CC)C. The catalyst is C(O)(C(F)(F)F)=O.C(Cl)Cl. The product is [C:36]([CH:9]([P:4](=[O:3])([OH:5])[OH:8])[CH2:10][C:11]([CH2:34][CH3:35])=[CH:12][CH2:13][C:14]1[C:15]([OH:27])=[C:16]2[C:20](=[C:21]([CH3:25])[C:22]=1[O:23][CH3:24])[CH2:19][O:18][C:17]2=[O:26])#[N:37]. The yield is 0.610.